This data is from Catalyst prediction with 721,799 reactions and 888 catalyst types from USPTO. The task is: Predict which catalyst facilitates the given reaction. (1) Reactant: [I:1][C:2]1[CH:9]=[CH:8][C:5]([CH2:6]Br)=[CH:4][CH:3]=1.[CH3:10][O:11][CH:12]1[CH2:17][CH2:16][NH:15][CH2:14][CH2:13]1. Product: [I:1][C:2]1[CH:9]=[CH:8][C:5]([CH2:6][N:15]2[CH2:16][CH2:17][CH:12]([O:11][CH3:10])[CH2:13][CH2:14]2)=[CH:4][CH:3]=1. The catalyst class is: 429. (2) Reactant: [I:1][C:2]1[N:3]=[CH:4][N:5](C(C2C=CC=CC=2)(C2C=CC=CC=2)C2C=CC=CC=2)[CH:6]=1.Br[CH2:27][C:28]1[CH:35]=[CH:34][C:31]([C:32]#[N:33])=[CH:30][C:29]=1[F:36]. Product: [F:36][C:29]1[CH:30]=[C:31]([CH:34]=[CH:35][C:28]=1[CH2:27][N:3]1[C:2]([I:1])=[CH:6][N:5]=[CH:4]1)[C:32]#[N:33]. The catalyst class is: 10. (3) Reactant: Br[C:2]1[C:3]([NH:12][C@H:13]2[CH2:17][CH2:16][CH2:15][C@@H:14]2[NH:18][C:19](=[O:25])[O:20][C:21]([CH3:24])([CH3:23])[CH3:22])=[N:4][CH:5]=[C:6]([C:8]([F:11])([F:10])[F:9])[N:7]=1.[CH:26](B1OC(C)(C)C(C)(C)O1)=[CH2:27].C(=O)([O-])[O-].[K+].[K+]. Product: [CH:26]([C:2]1[C:3]([NH:12][C@H:13]2[CH2:17][CH2:16][CH2:15][C@@H:14]2[NH:18][C:19](=[O:25])[O:20][C:21]([CH3:24])([CH3:23])[CH3:22])=[N:4][CH:5]=[C:6]([C:8]([F:11])([F:10])[F:9])[N:7]=1)=[CH2:27]. The catalyst class is: 70.